Dataset: Catalyst prediction with 721,799 reactions and 888 catalyst types from USPTO. Task: Predict which catalyst facilitates the given reaction. (1) Reactant: [F:1][C:2]([F:16])([F:15])[C:3]1[S:7][C:6]2[CH:8]=[CH:9][CH:10]=[CH:11][C:5]=2[C:4]=1[C:12](Cl)=[O:13].O1CCOCC1.[NH3:23].O. Product: [F:1][C:2]([F:16])([F:15])[C:3]1[S:7][C:6]2[CH:8]=[CH:9][CH:10]=[CH:11][C:5]=2[C:4]=1[C:12]([NH2:23])=[O:13]. The catalyst class is: 13. (2) Reactant: [Cl:1][C:2]1[N:7]=[CH:6][C:5]2[C:8](I)=[N:9][N:10]([C:11]([C:24]3[CH:29]=[CH:28][CH:27]=[CH:26][CH:25]=3)([C:18]3[CH:23]=[CH:22][CH:21]=[CH:20][CH:19]=3)[C:12]3[CH:17]=[CH:16][CH:15]=[CH:14][CH:13]=3)[C:4]=2[CH:3]=1.[C:31]1([OH:37])[CH:36]=[CH:35][CH:34]=[CH:33][CH:32]=1.C(=O)([O-])[O-].[Cs+].[Cs+].CN(C)CC(O)=O. Product: [Cl:1][C:2]1[N:7]=[CH:6][C:5]2[C:8]([O:37][C:31]3[CH:36]=[CH:35][CH:34]=[CH:33][CH:32]=3)=[N:9][N:10]([C:11]([C:24]3[CH:29]=[CH:28][CH:27]=[CH:26][CH:25]=3)([C:18]3[CH:23]=[CH:22][CH:21]=[CH:20][CH:19]=3)[C:12]3[CH:17]=[CH:16][CH:15]=[CH:14][CH:13]=3)[C:4]=2[CH:3]=1. The catalyst class is: 185. (3) Reactant: Br[C:2]([Br:14])=[C:3]1[CH2:6][N:5]([C:7]([O:9][C:10]([CH3:13])([CH3:12])[CH3:11])=[O:8])[CH2:4]1.[CH2:15]([Li])CCC.IC. Product: [Br:14][C:2](=[C:3]1[CH2:4][N:5]([C:7]([O:9][C:10]([CH3:11])([CH3:12])[CH3:13])=[O:8])[CH2:6]1)[CH3:15]. The catalyst class is: 1. (4) Reactant: [CH3:1][O:2][C:3]1[CH:8]=[C:7]([O:9][CH3:10])[CH:6]=[CH:5][C:4]=1[S:11](Cl)(=[O:13])=[O:12].[NH2:15][C:16]1[CH:17]=[C:18]([C:23]2[S:27][C:26]([NH:28][C:29](=[O:31])[CH3:30])=[N:25][C:24]=2[CH3:32])[CH:19]=[N:20][C:21]=1[Cl:22]. Product: [Cl:22][C:21]1[N:20]=[CH:19][C:18]([C:23]2[S:27][C:26]([NH:28][C:29](=[O:31])[CH3:30])=[N:25][C:24]=2[CH3:32])=[CH:17][C:16]=1[NH:15][S:11]([C:4]1[CH:5]=[CH:6][C:7]([O:9][CH3:10])=[CH:8][C:3]=1[O:2][CH3:1])(=[O:13])=[O:12]. The catalyst class is: 17.